This data is from Forward reaction prediction with 1.9M reactions from USPTO patents (1976-2016). The task is: Predict the product of the given reaction. Given the reactants Br[C:2]1[CH:3]=[C:4]([O:12][C@@H:13]([C@H:15]2[CH2:19][NH:18][C:17](=[O:20])[CH2:16]2)[CH3:14])[C:5]2[C:9]([CH:10]=1)=[N:8][N:7]([CH3:11])[CH:6]=2.CC1(C)C(C)(C)OB([C:29]2[CH:30]=[N:31][N:32]([CH:34]3[CH2:39][CH2:38][N:37](C(OC(C)(C)C)=O)[CH2:36][CH2:35]3)[CH:33]=2)O1.C(=O)([O-])[O-].[Na+].[Na+], predict the reaction product. The product is: [CH3:11][N:7]1[CH:6]=[C:5]2[C:9]([CH:10]=[C:2]([C:29]3[CH:30]=[N:31][N:32]([CH:34]4[CH2:39][CH2:38][NH:37][CH2:36][CH2:35]4)[CH:33]=3)[CH:3]=[C:4]2[O:12][C@@H:13]([C@H:15]2[CH2:19][NH:18][C:17](=[O:20])[CH2:16]2)[CH3:14])=[N:8]1.